Dataset: Full USPTO retrosynthesis dataset with 1.9M reactions from patents (1976-2016). Task: Predict the reactants needed to synthesize the given product. (1) The reactants are: [N:1]([C:4]1[C:5]([N+:32]([O-])=O)=[C:6]([N:10]2[CH2:15][CH2:14][N:13]([CH2:16][CH2:17][O:18][C:19]3[C:27]4[N:26]=[C:25]([C:28]([F:31])([F:30])[F:29])[NH:24][C:23]=4[CH:22]=[CH:21][CH:20]=3)[CH2:12][CH2:11]2)[CH:7]=[CH:8][CH:9]=1)=[N+]=[N-].[H][H]. Given the product [F:31][C:28]([F:29])([F:30])[C:25]1[NH:24][C:23]2[CH:22]=[CH:21][CH:20]=[C:19]([O:18][CH2:17][CH2:16][N:13]3[CH2:12][CH2:11][N:10]([C:6]4[CH:7]=[CH:8][CH:9]=[C:4]([NH2:1])[C:5]=4[NH2:32])[CH2:15][CH2:14]3)[C:27]=2[N:26]=1, predict the reactants needed to synthesize it. (2) The reactants are: [CH2:1]([CH:8]1[CH2:19][C:11]2[NH:12][C:13]([C:15]([O:17]C)=[O:16])=[CH:14][C:10]=2[CH2:9]1)[C:2]1[CH:7]=[CH:6][CH:5]=[CH:4][CH:3]=1.O.[OH-].[Li+]. Given the product [CH2:1]([CH:8]1[CH2:19][C:11]2[NH:12][C:13]([C:15]([OH:17])=[O:16])=[CH:14][C:10]=2[CH2:9]1)[C:2]1[CH:3]=[CH:4][CH:5]=[CH:6][CH:7]=1, predict the reactants needed to synthesize it. (3) Given the product [Cl:1][C:2]1[CH:33]=[CH:6][C:5]([CH2:8][C:9]2[CH:10]=[C:11]3[C:16](=[C:17]4[CH:22]=[CH:21][CH:20]=[CH:19][C:18]=24)[N:15]=[CH:14][N:13]([C@H:23]2[CH2:28][CH2:27][O:26][CH2:25][C@@H:24]2[OH:29])[C:12]3=[O:30])=[CH:4][CH:3]=1, predict the reactants needed to synthesize it. The reactants are: [Cl:1][C:2]1N=[CH:6][C:5]([CH2:8][C:9]2[CH:10]=[C:11]3[C:16](=[C:17]4[CH:22]=[CH:21][CH:20]=[CH:19][C:18]=24)[N:15]=[CH:14][N:13]([C@H:23]2[CH2:28][CH2:27][O:26][CH2:25][C@@H:24]2[OH:29])[C:12]3=[O:30])=[CH:4][CH:3]=1.[Cl-].Cl[C:33]1C=CC(C[Zn+])=CN=1. (4) Given the product [O:9]1[CH:10]=[C:6]([C:4]([OH:5])=[O:3])[N:7]=[C:8]1[C:11]1[O:15][CH:14]=[N:13][CH:12]=1, predict the reactants needed to synthesize it. The reactants are: C([O:3][C:4]([C:6]1[N:7]=[C:8]([C:11]2[O:15][CH:14]=[N:13][CH:12]=2)[O:9][CH:10]=1)=[O:5])C.[OH-].[Na+].